The task is: Predict the product of the given reaction.. This data is from Forward reaction prediction with 1.9M reactions from USPTO patents (1976-2016). (1) Given the reactants Cl.C(OC([NH:9][C:10]1[CH:15]=[CH:14][CH:13]=[CH:12][C:11]=1[NH:16][C:17](=[O:37])[C:18]1[CH:23]=[CH:22][C:21]([CH:24]2[CH2:29][CH2:28][N:27](C(OC(C)(C)C)=O)[CH2:26][CH2:25]2)=[CH:20][CH:19]=1)=O)(C)(C)C, predict the reaction product. The product is: [NH2:9][C:10]1[CH:15]=[CH:14][CH:13]=[CH:12][C:11]=1[NH:16][C:17](=[O:37])[C:18]1[CH:23]=[CH:22][C:21]([CH:24]2[CH2:29][CH2:28][NH:27][CH2:26][CH2:25]2)=[CH:20][CH:19]=1. (2) Given the reactants [NH2:1][CH2:2][C:3]1[C:4]([N:13]([CH3:15])[CH3:14])=[N:5][C:6]([C:9]([F:12])([F:11])[F:10])=[CH:7][CH:8]=1.C1N=CN([C:21](N2C=NC=C2)=[O:22])C=1.[NH2:28][C:29]1[C:34]2[O:35][CH2:36][C:37](=[O:39])[NH:38][C:33]=2[CH:32]=[CH:31][CH:30]=1, predict the reaction product. The product is: [CH3:14][N:13]([CH3:15])[C:4]1[C:3]([CH2:2][NH:1][C:21]([NH:28][C:29]2[C:34]3[O:35][CH2:36][C:37](=[O:39])[NH:38][C:33]=3[CH:32]=[CH:31][CH:30]=2)=[O:22])=[CH:8][CH:7]=[C:6]([C:9]([F:10])([F:11])[F:12])[N:5]=1.